This data is from Forward reaction prediction with 1.9M reactions from USPTO patents (1976-2016). The task is: Predict the product of the given reaction. (1) Given the reactants [O:1]=[C:2]1[C:11]([CH:12]2[CH2:17][CH2:16][N:15]([C:18]([O:20][CH:21]([CH2:24][C:25]3[CH:33]=[C:32]([CH3:34])[C:31]4[C:27](=[CH:28][N:29]([CH2:35][O:36][CH3:37])[N:30]=4)[CH:26]=3)[CH2:22][OH:23])=[O:19])[CH2:14][CH2:13]2)=[CH:10][C:9]2[C:4](=[CH:5][CH:6]=[CH:7][CH:8]=2)[NH:3]1.C(N(CC)CC)C, predict the reaction product. The product is: [O:1]=[C:2]1[C:11]([CH:12]2[CH2:13][CH2:14][N:15]([C:18]([O:20][C@H:21]([CH2:24][C:25]3[CH:33]=[C:32]([CH3:34])[C:31]4[C:27](=[CH:28][N:29]([CH2:35][O:36][CH3:37])[N:30]=4)[CH:26]=3)[CH:22]=[O:23])=[O:19])[CH2:16][CH2:17]2)=[CH:10][C:9]2[C:4](=[CH:5][CH:6]=[CH:7][CH:8]=2)[NH:3]1. (2) Given the reactants CCCCCCCCC[CH2:10][CH2:11][CH2:12][CH2:13][CH2:14][CH2:15][CH2:16][CH2:17][CH2:18][O:19][CH2:20][CH2:21]OCCOCCOCCOCCOCCOCCOCCOCCOCCOCCOCCOCCOCCOCCOCCOCCOCCOCCOCCO.[CH3:80][CH2:81][CH2:82][CH2:83]CCCCCCCCCCCCCCOCCO.[C:102](OCC(CO)O)(=[O:116])CCCCCCCCCCCCC.[CH3:123][C:124]1C=C(C(C)(C)C)C(O)=C(C(C)(C)C)C=1.[O:139](C(O)C)C1C=CC=CC=1.C(OC(C1C=CC(O)=CC=1)=O)CCC.C(N(CC(O)=O)CC(O)=O)CN(CC(O)=O)CC(O)=O.[OH-].[K+].CCCCCCCCCCCCOCCOCCOCCOCCOCCOCCOCCO, predict the reaction product. The product is: [CH3:80][CH2:81][CH2:82][CH2:83][CH:21]([CH2:20][O:19][C:18](/[CH:17]=[CH:16]/[C:15]1[CH:14]=[CH:13][C:12]([O:116][CH3:102])=[CH:11][CH:10]=1)=[O:139])[CH2:123][CH3:124]. (3) The product is: [Cl:21][C:22]1[CH:23]=[C:24]([NH:30][C:31](=[O:32])[CH2:33][CH:34]([CH3:39])[CH2:35][C:36]([NH:1][C:2]2[CH:3]=[C:4]3[C:9](=[CH:10][CH:11]=2)[N:8]([CH2:12][CH3:13])[C:7](=[O:14])[N:6]([CH2:15][CH:16]2[CH2:17][O:18][CH2:19]2)[C:5]3=[O:20])=[O:37])[CH:25]=[CH:26][C:27]=1[C:28]#[N:29]. Given the reactants [NH2:1][C:2]1[CH:3]=[C:4]2[C:9](=[CH:10][CH:11]=1)[N:8]([CH2:12][CH3:13])[C:7](=[O:14])[N:6]([CH2:15][CH:16]1[CH2:19][O:18][CH2:17]1)[C:5]2=[O:20].[Cl:21][C:22]1[CH:23]=[C:24]([NH:30][C:31]([CH2:33][CH:34]([CH3:39])[CH2:35][C:36](O)=[O:37])=[O:32])[CH:25]=[CH:26][C:27]=1[C:28]#[N:29].CCN(C(C)C)C(C)C.C(P1(=O)OP(CCC)(=O)OP(CCC)(=O)O1)CC, predict the reaction product.